From a dataset of Catalyst prediction with 721,799 reactions and 888 catalyst types from USPTO. Predict which catalyst facilitates the given reaction. (1) Reactant: C(O[N:6]([C@H:9]([C:17]1[N:18]([CH3:34])[C:19]([C:22]2[CH:27]=[CH:26][C:25]([N:28]3[CH2:33][CH2:32][O:31][CH2:30][CH2:29]3)=[CH:24][CH:23]=2)=[CH:20][N:21]=1)[CH2:10][C:11]1[CH:16]=[CH:15][CH:14]=[CH:13][N:12]=1)C=O)(C)(C)C.FC(F)(F)C(O)=O. Product: [CH3:34][N:18]1[C:19]([C:22]2[CH:23]=[CH:24][C:25]([N:28]3[CH2:29][CH2:30][O:31][CH2:32][CH2:33]3)=[CH:26][CH:27]=2)=[CH:20][N:21]=[C:17]1[C@@H:9]([NH2:6])[CH2:10][C:11]1[CH:16]=[CH:15][CH:14]=[CH:13][N:12]=1. The catalyst class is: 4. (2) Reactant: [Cl:1][C:2]1[C:18]([N+:19]([O-])=O)=[CH:17][CH:16]=[CH:15][C:3]=1[C:4]([N:6]1[CH2:10][CH2:9][CH2:8][C@H:7]1[C:11]([O:13][CH3:14])=[O:12])=[O:5].[Sn](Cl)(Cl)(Cl)Cl. Product: [NH2:19][C:18]1[C:2]([Cl:1])=[C:3]([CH:15]=[CH:16][CH:17]=1)[C:4]([N:6]1[CH2:10][CH2:9][CH2:8][C@H:7]1[C:11]([O:13][CH3:14])=[O:12])=[O:5]. The catalyst class is: 5. (3) Reactant: [CH2:1]([O:8][C:9]1[C:28]([Cl:29])=[CH:27][C:12]([C:13]([NH:15][C:16]2[CH:21]=[CH:20][CH:19]=[CH:18][C:17]=2[O:22][CH2:23][CH2:24][CH2:25]O)=[O:14])=[CH:11][C:10]=1[Cl:30])[C:2]1[CH:7]=[CH:6][CH:5]=[CH:4][CH:3]=1.CS([Cl:35])(=O)=O.O. Product: [CH2:1]([O:8][C:9]1[C:28]([Cl:29])=[CH:27][C:12]([C:13]([NH:15][C:16]2[CH:21]=[CH:20][CH:19]=[CH:18][C:17]=2[O:22][CH2:23][CH2:24][CH2:25][Cl:35])=[O:14])=[CH:11][C:10]=1[Cl:30])[C:2]1[CH:7]=[CH:6][CH:5]=[CH:4][CH:3]=1. The catalyst class is: 17.